This data is from Forward reaction prediction with 1.9M reactions from USPTO patents (1976-2016). The task is: Predict the product of the given reaction. (1) Given the reactants [CH3:1][O:2][C:3]1[C:8]2[O:9][CH2:10][CH2:11][O:12][C:7]=2[CH:6]=[C:5]([CH:13]=[O:14])[CH:4]=1.[CH3:15][Mg]Cl, predict the reaction product. The product is: [CH3:1][O:2][C:3]1[C:8]2[O:9][CH2:10][CH2:11][O:12][C:7]=2[CH:6]=[C:5]([CH:13]([OH:14])[CH3:15])[CH:4]=1. (2) Given the reactants Cl[C:2]1[C:3]([C:16]2[CH:21]=[CH:20][C:19]([F:22])=[CH:18][CH:17]=2)=[N:4][C:5]2[C:10]([N:11]=1)=[CH:9][C:8]([C:12]([O:14][CH3:15])=[O:13])=[CH:7][CH:6]=2.[CH:23]1([NH2:28])[CH2:27][CH2:26][CH2:25][CH2:24]1, predict the reaction product. The product is: [CH:23]1([NH:28][C:2]2[C:3]([C:16]3[CH:21]=[CH:20][C:19]([F:22])=[CH:18][CH:17]=3)=[N:4][C:5]3[C:10]([N:11]=2)=[CH:9][C:8]([C:12]([O:14][CH3:15])=[O:13])=[CH:7][CH:6]=3)[CH2:27][CH2:26][CH2:25][CH2:24]1. (3) Given the reactants [CH3:1][C:2]1[CH:7]=[C:6]([CH3:8])[N:5]2[N:9]=[C:10]([SH:12])[N:11]=[C:4]2[N:3]=1.[C:13]1([N:19]([CH2:23][CH2:24]O)[CH2:20][CH2:21][OH:22])[CH:18]=[CH:17][CH:16]=[CH:15][CH:14]=1.C1(P(C2C=CC=CC=2)C2C=CC=CC=2)C=CC=CC=1.CC(OC(/N=N/C(OC(C)C)=O)=O)C, predict the reaction product. The product is: [CH3:1][C:2]1[CH:7]=[C:6]([CH3:8])[N:5]2[N:9]=[C:10]([S:12][CH2:24][CH2:23][N:19]([C:13]3[CH:18]=[CH:17][CH:16]=[CH:15][CH:14]=3)[CH2:20][CH2:21][OH:22])[N:11]=[C:4]2[N:3]=1. (4) Given the reactants [F:1][C:2]([F:7])([F:6])[C:3]([OH:5])=[O:4].[CH3:8][N:9]([CH3:44])[C:10]1[CH:11]=[C:12]([CH:41]=[CH:42][CH:43]=1)[C:13]([NH:15][C:16]1[CH:17]=[CH:18][C:19]([CH3:40])=[C:20]([NH:22][C:23](=[O:39])[C:24]2[CH:29]=[CH:28][CH:27]=[C:26]([O:30][CH2:31][C:32]([O:34]C(C)(C)C)=[O:33])[CH:25]=2)[CH:21]=1)=[O:14], predict the reaction product. The product is: [CH3:44][N:9]([CH3:8])[C:10]1[CH:11]=[C:12]([CH:41]=[CH:42][CH:43]=1)[C:13]([NH:15][C:16]1[CH:17]=[CH:18][C:19]([CH3:40])=[C:20]([NH:22][C:23](=[O:39])[C:24]2[CH:29]=[CH:28][CH:27]=[C:26]([O:30][CH2:31][C:32]([OH:34])=[O:33])[CH:25]=2)[CH:21]=1)=[O:14].[F:1][C:2]([F:7])([F:6])[C:3]([OH:5])=[O:4]. (5) Given the reactants Cl.[CH:2]1([C:5]2[N:10]=[C:9]([C:11]3[S:15][C:14]([NH:16]C(=O)C)=[N:13][C:12]=3[CH3:20])[CH:8]=[N:7][CH:6]=2)[CH2:4][CH2:3]1, predict the reaction product. The product is: [CH:2]1([C:5]2[N:10]=[C:9]([C:11]3[S:15][C:14]([NH2:16])=[N:13][C:12]=3[CH3:20])[CH:8]=[N:7][CH:6]=2)[CH2:4][CH2:3]1. (6) Given the reactants F[C:2]1[CH:3]=[C:4]([CH:8]=[CH:9][C:10]=1[N+]([O-])=O)[C:5](O)=[O:6].CC[N:16]=C=NCCCN(C)C.C1C=CC2N(O)N=NC=2C=1.Cl[Sn]Cl, predict the reaction product. The product is: [C:5]([NH2:16])(=[O:6])[C:4]1[CH:8]=[CH:9][CH:10]=[CH:2][CH:3]=1. (7) Given the reactants [CH2:1]([O:5][CH2:6][CH2:7][O:8][C:9]1[CH:14]=[CH:13][C:12]([C:15]2[CH:16]=[CH:17][C:18]3[N:24]([CH2:25][CH:26]([CH3:28])[CH3:27])[CH2:23][CH2:22][C:21]([C:29]([NH:31][C:32]4[CH:37]=[CH:36][C:35]([S:38][CH2:39][C:40]5[N:41]([CH2:46][CH2:47][CH3:48])[C:42]([CH3:45])=[CH:43][N:44]=5)=[CH:34][CH:33]=4)=[O:30])=[CH:20][C:19]=3[CH:49]=2)=[CH:11][CH:10]=1)[CH2:2][CH2:3][CH3:4].ClC1C=CC=C(C(OO)=[O:58])C=1, predict the reaction product. The product is: [CH2:1]([O:5][CH2:6][CH2:7][O:8][C:9]1[CH:10]=[CH:11][C:12]([C:15]2[CH:16]=[CH:17][C:18]3[N:24]([CH2:25][CH:26]([CH3:27])[CH3:28])[CH2:23][CH2:22][C:21]([C:29]([NH:31][C:32]4[CH:33]=[CH:34][C:35]([S:38]([CH2:39][C:40]5[N:41]([CH2:46][CH2:47][CH3:48])[C:42]([CH3:45])=[CH:43][N:44]=5)=[O:58])=[CH:36][CH:37]=4)=[O:30])=[CH:20][C:19]=3[CH:49]=2)=[CH:13][CH:14]=1)[CH2:2][CH2:3][CH3:4]. (8) Given the reactants [F:1][C:2]1[CH:8]=[CH:7][C:5]([NH2:6])=[CH:4][CH:3]=1.C[Al](C)C.[CH3:13][N:14]1[C:19](=[O:20])[CH:18]=[C:17]([N:21]2[CH2:26][CH2:25][O:24][CH2:23][CH2:22]2)[N:16]=[C:15]1[CH2:27][C:28](OCC)=[O:29].P([O-])([O-])([O-])=O.[K+].[K+].[K+], predict the reaction product. The product is: [F:1][C:2]1[CH:8]=[CH:7][C:5]([NH:6][C:28](=[O:29])[CH2:27][C:15]2[N:14]([CH3:13])[C:19](=[O:20])[CH:18]=[C:17]([N:21]3[CH2:26][CH2:25][O:24][CH2:23][CH2:22]3)[N:16]=2)=[CH:4][CH:3]=1. (9) Given the reactants O=[C:2]([CH2:18][CH3:19])[CH2:3][NH:4][C:5]([C:7]1[O:11][C:10]2[CH:12]=[CH:13][CH:14]=[C:15]([O:16][CH3:17])[C:9]=2[CH:8]=1)=[O:6].CC[N+](S(N=C(OC)[O-])(=O)=O)(CC)CC.O, predict the reaction product. The product is: [CH2:18]([C:2]1[O:6][C:5]([C:7]2[O:11][C:10]3[CH:12]=[CH:13][CH:14]=[C:15]([O:16][CH3:17])[C:9]=3[CH:8]=2)=[N:4][CH:3]=1)[CH3:19].